From a dataset of Peptide-MHC class I binding affinity with 185,985 pairs from IEDB/IMGT. Regression. Given a peptide amino acid sequence and an MHC pseudo amino acid sequence, predict their binding affinity value. This is MHC class I binding data. The peptide sequence is AMMWRIAQL. The MHC is HLA-B27:05 with pseudo-sequence HLA-B27:05. The binding affinity (normalized) is 0.459.